Dataset: Reaction yield outcomes from USPTO patents with 853,638 reactions. Task: Predict the reaction yield, written as a fraction of the theoretical maximum amount of product (1.0 means a 100% yield; for example, 0.34 means a 34% yield). The reactants are [H-].[Na+].[CH3:3][C:4]([C:6]1[CH:11]=[CH:10][CH:9]=[C:8]([Br:12])[CH:7]=1)=[O:5].[CH2:13]([O:15][C:16](=[O:22])[C:16]([O:15][CH2:13][CH3:14])=[O:22])[CH3:14].Cl. The catalyst is CN(C=O)C. The product is [Br:12][C:8]1[CH:7]=[C:6]([C:4](=[O:5])[CH2:3][C:16]([O:15][CH2:13][CH3:14])=[O:22])[CH:11]=[CH:10][CH:9]=1. The yield is 0.930.